Dataset: Reaction yield outcomes from USPTO patents with 853,638 reactions. Task: Predict the reaction yield, written as a fraction of the theoretical maximum amount of product (1.0 means a 100% yield; for example, 0.34 means a 34% yield). (1) The reactants are NC(C)(C)[CH2:3][OH:4].[C:7]([C:10]1[CH:18]=[CH:17][C:13](C(O)=O)=[CH:12][CH:11]=1)(=O)[CH3:8].C(Cl)C[Cl:21].C1C=CC2N(O)N=NC=2C=1.CCN(C(C)C)C(C)C. The catalyst is C(Cl)Cl. The product is [C:3]([Cl:21])(=[O:4])[CH2:8][CH2:7][C:10]1[CH:11]=[CH:12][CH:13]=[CH:17][CH:18]=1. The yield is 0.540. (2) The reactants are Br[C:2]1[CH:34]=[N:33][C:5]2[NH:6][C:7]([C:12]3[C:13](=[O:32])[N:14]([CH2:24][C:25]4[CH:30]=[CH:29][C:28]([F:31])=[CH:27][CH:26]=4)[CH:15]4[CH:20]([C:21]=3[OH:22])[CH:19]3[CH2:23][CH:16]4[CH2:17][CH2:18]3)=[N:8][S:9](=[O:11])(=[O:10])[C:4]=2[CH:3]=1.C([O-])=O.[NH4+].C(OCC)(=O)C. The catalyst is CO.[Pd]. The product is [O:11]=[S:9]1(=[O:10])[C:4]2[CH:3]=[CH:2][CH:34]=[N:33][C:5]=2[NH:6][C:7]([C:12]2[C:13](=[O:32])[N:14]([CH2:24][C:25]3[CH:26]=[CH:27][C:28]([F:31])=[CH:29][CH:30]=3)[C@@H:15]3[C@H:20]([C:21]=2[OH:22])[C@@H:19]2[CH2:23][C@H:16]3[CH2:17][CH2:18]2)=[N:8]1. The yield is 0.740. (3) The reactants are C1([CH2:7][CH2:8][CH2:9][C:10]2[N:11]=[C:12]([C:15]([OH:17])=O)[NH:13][CH:14]=2)C=CC=CC=1.[CH:18]([N:21](C(C)C)CC)(C)[CH3:19].O[C:28]1[C:36]2N=NN[C:32]=2[CH:31]=[CH:30][CH:29]=1.Cl.[CH3:38]N(C)CCCN=C=NCC.[Cl-].[Na+].[C:51]([O:54]CC)(=[O:53])[CH3:52].CCC[CH2:60][CH2:61][CH3:62]. The catalyst is CN(C)C=O. The product is [C:61]([O:54][C:51](=[O:53])[CH2:52][N:21]([CH2:18][CH2:19][C:28]1[CH:36]=[CH:32][CH:31]=[CH:30][CH:29]=1)[C:15]([C:12]1[NH:11][C:10]([CH2:9][CH2:8][CH3:7])=[CH:14][N:13]=1)=[O:17])([CH3:60])([CH3:62])[CH3:38]. The yield is 0.610.